This data is from Full USPTO retrosynthesis dataset with 1.9M reactions from patents (1976-2016). The task is: Predict the reactants needed to synthesize the given product. (1) Given the product [CH3:27][O:29][C:30](=[O:34])[C:31]([C:16]1[CH:15]=[CH:14][C:13]([C:19]#[N:20])=[C:12]([O:11][CH3:5])[CH:17]=1)([CH3:33])[CH3:32], predict the reactants needed to synthesize it. The reactants are: ClC1C=N[C:5]([O:11][C:12]2[CH:17]=[CH:16][C:15](F)=[CH:14][CH:13]=2)=C(C=1)C(O)=O.[CH3:19][N:20]1CCOCC1.Cl[C:27]([O:29][CH2:30][CH:31]([CH3:33])[CH3:32])=O.[OH:34]C(C1C=CC(CN)=CC=1)(C)C. (2) Given the product [Br:1][CH:2]([CH2:6][CH:7]([CH2:12][CH3:13])[CH2:8][CH2:9][CH2:10][CH3:11])[C:3]([OH:15])=[O:4], predict the reactants needed to synthesize it. The reactants are: [Br:1][CH:2]([CH2:6][CH:7]([CH2:12][CH3:13])[CH2:8][CH2:9][CH2:10][CH3:11])[C:3](Cl)=[O:4].C([O-])(O)=[O:15].[Na+]. (3) Given the product [Br:1][C:2]1[CH:31]=[CH:30][C:5]([O:6][C:7]2[CH:12]=[CH:11][CH:10]=[CH:9][C:8]=2[NH:13][S:14]([C:17]2[CH:29]=[CH:28][C:20]([C:21]([NH:23][CH2:24][C:25]([N:37]3[CH2:38][CH2:39][CH:34]([OH:33])[CH2:35][CH2:36]3)=[O:26])=[O:22])=[CH:19][CH:18]=2)(=[O:15])=[O:16])=[C:4]([Cl:32])[CH:3]=1, predict the reactants needed to synthesize it. The reactants are: [Br:1][C:2]1[CH:31]=[CH:30][C:5]([O:6][C:7]2[CH:12]=[CH:11][CH:10]=[CH:9][C:8]=2[NH:13][S:14]([C:17]2[CH:29]=[CH:28][C:20]([C:21]([NH:23][CH2:24][C:25](O)=[O:26])=[O:22])=[CH:19][CH:18]=2)(=[O:16])=[O:15])=[C:4]([Cl:32])[CH:3]=1.[OH:33][CH:34]1[CH2:39][CH2:38][NH:37][CH2:36][CH2:35]1. (4) Given the product [CH3:23][CH:22]([CH3:24])[CH:13]([S:11][C:5]1[CH:10]=[CH:9][CH:8]=[CH:7][CH:6]=1)[C:14]([C:16]1[CH:21]=[CH:20][CH:19]=[CH:18][CH:17]=1)=[O:15], predict the reactants needed to synthesize it. The reactants are: CC[O-].[Na+].[C:5]1([SH:11])[CH:10]=[CH:9][CH:8]=[CH:7][CH:6]=1.Br[CH:13]([CH:22]([CH3:24])[CH3:23])[C:14]([C:16]1[CH:21]=[CH:20][CH:19]=[CH:18][CH:17]=1)=[O:15].O. (5) Given the product [CH3:16][O:15][C:13](=[O:14])[CH2:12][N:11]([CH2:26][C:27]1[N:28]([S:37]([C:40]2[CH:45]=[CH:44][CH:43]=[CH:42][CH:41]=2)(=[O:39])=[O:38])[CH:29]=[CH:30][C:31]=1[C:32]([O:34][CH2:35][CH3:36])=[O:33])[S:8]([C:5]1[CH:6]=[CH:7][C:2]([CH3:1])=[CH:3][CH:4]=1)(=[O:10])=[O:9], predict the reactants needed to synthesize it. The reactants are: [CH3:1][C:2]1[CH:7]=[CH:6][C:5]([S:8]([NH:11][CH2:12][C:13]([O:15][CH3:16])=[O:14])(=[O:10])=[O:9])=[CH:4][CH:3]=1.C(=O)([O-])[O-].[K+].[K+].[I-].[K+].Br[CH2:26][C:27]1[N:28]([S:37]([C:40]2[CH:45]=[CH:44][CH:43]=[CH:42][CH:41]=2)(=[O:39])=[O:38])[CH:29]=[CH:30][C:31]=1[C:32]([O:34][CH2:35][CH3:36])=[O:33]. (6) Given the product [ClH:3].[Cl:3][C:4]1[CH:12]=[C:11]2[C:7]([C:8]([CH2:20][CH:21]([CH3:23])[CH3:22])=[CH:9][N:10]2[C:13]2[S:14][CH:15]=[C:16]([C:18](=[NH:19])[O:25][CH3:24])[N:17]=2)=[CH:6][CH:5]=1, predict the reactants needed to synthesize it. The reactants are: [H-].[Na+].[Cl:3][C:4]1[CH:12]=[C:11]2[C:7]([C:8]([CH2:20][CH:21]([CH3:23])[CH3:22])=[CH:9][N:10]2[C:13]2[S:14][CH:15]=[C:16]([C:18]#[N:19])[N:17]=2)=[CH:6][CH:5]=1.[CH3:24][OH:25]. (7) The reactants are: C([NH:4][C:5]1[CH:10]=[CH:9][C:8]([S:11]([NH:14][C:15]2[CH:29]=[CH:28][C:18]([CH2:19][NH:20][C:21](=[O:27])[O:22][C:23]([CH3:26])([CH3:25])[CH3:24])=[CH:17][CH:16]=2)(=[O:13])=[O:12])=[CH:7][CH:6]=1)(=O)C.[OH-].[Na+]. Given the product [NH2:4][C:5]1[CH:10]=[CH:9][C:8]([S:11]([NH:14][C:15]2[CH:29]=[CH:28][C:18]([CH2:19][NH:20][C:21](=[O:27])[O:22][C:23]([CH3:25])([CH3:26])[CH3:24])=[CH:17][CH:16]=2)(=[O:12])=[O:13])=[CH:7][CH:6]=1, predict the reactants needed to synthesize it.